From a dataset of Peptide-MHC class II binding affinity with 134,281 pairs from IEDB. Regression. Given a peptide amino acid sequence and an MHC pseudo amino acid sequence, predict their binding affinity value. This is MHC class II binding data. The peptide sequence is VPGNKKFVVNNLFFN. The MHC is HLA-DPA10301-DPB10402 with pseudo-sequence HLA-DPA10301-DPB10402. The binding affinity (normalized) is 0.374.